Dataset: Forward reaction prediction with 1.9M reactions from USPTO patents (1976-2016). Task: Predict the product of the given reaction. (1) Given the reactants [CH2:1](O)[CH2:2][CH:3]=[CH2:4].C(N(CC)CC)C.CS(Cl)(=O)=O.[CH:18]([C:21]1[C:26](=[O:27])[NH:25][C:24](=[O:28])[NH:23][C:22]=1[C:29]([C:31]1[CH:32]=[C:33]([CH:36]=[C:37]([CH3:39])[CH:38]=1)[C:34]#[N:35])=[O:30])([CH3:20])[CH3:19].C(=O)([O-])[O-].[K+].[K+].[I-].[Li+], predict the reaction product. The product is: [CH2:4]([N:23]1[C:22]([C:29]([C:31]2[CH:32]=[C:33]([CH:36]=[C:37]([CH3:39])[CH:38]=2)[C:34]#[N:35])=[O:30])=[C:21]([CH:18]([CH3:20])[CH3:19])[C:26](=[O:27])[NH:25][C:24]1=[O:28])[CH2:3][CH:2]=[CH2:1]. (2) Given the reactants CS(C)=O.[N+]([C:8]1[S:12][C:11]([C:13]#[N:14])=[CH:10][CH:9]=1)([O-])=O.[F:15][C:16]1[CH:21]=[CH:20][C:19]([OH:22])=[CH:18][CH:17]=1.C(=O)([O-])[O-].[K+].[K+], predict the reaction product. The product is: [F:15][C:16]1[CH:21]=[CH:20][C:19]([O:22][C:8]2[S:12][C:11]([C:13]#[N:14])=[CH:10][CH:9]=2)=[CH:18][CH:17]=1.